From a dataset of Forward reaction prediction with 1.9M reactions from USPTO patents (1976-2016). Predict the product of the given reaction. (1) Given the reactants [CH2:1]([O:8][N:9]1[C:14](=[O:15])[C:13]2[CH:16]=[C:17]([F:21])[C:18](Cl)=[N:19][C:12]=2[N:11]([CH2:22][CH3:23])[C:10]1=[O:24])[C:2]1[CH:7]=[CH:6][CH:5]=[CH:4][CH:3]=1.[C:25]([O:29][C:30]([NH:32][CH:33]1[CH2:37][CH2:36][NH:35][CH2:34]1)=[O:31])([CH3:28])([CH3:27])[CH3:26].C(N(CC)CC)C, predict the reaction product. The product is: [CH2:1]([O:8][N:9]1[C:14](=[O:15])[C:13]2[CH:16]=[C:17]([F:21])[C:18]([N:35]3[CH2:36][CH2:37][CH:33]([NH:32][C:30]([O:29][C:25]([CH3:28])([CH3:27])[CH3:26])=[O:31])[CH2:34]3)=[N:19][C:12]=2[N:11]([CH2:22][CH3:23])[C:10]1=[O:24])[C:2]1[CH:7]=[CH:6][CH:5]=[CH:4][CH:3]=1. (2) Given the reactants CS(O)(=O)=O.CS(O)(=O)=O.[NH2:11][C@H:12]1[C:26](=[O:27])[N:25]([CH2:28][C:29]([F:32])([F:31])[F:30])[CH2:24][C:15]2[C:16]3[CH:17]=[N:18][NH:19][C:20]=3[C:21]([Cl:23])=[CH:22][C:14]=2[CH2:13]1.Cl[C:34](OC1C=CC([N+]([O-])=O)=CC=1)=[O:35].C(N(CC)C(C)C)(C)C.Cl.Cl.[NH:57]1[CH2:62][CH2:61][CH:60]([N:63]2[C:71]3[C:66](=[N:67][CH:68]=[CH:69][CH:70]=3)[NH:65][C:64]2=[O:72])[CH2:59][CH2:58]1.C([O-])(O)=O.[Na+], predict the reaction product. The product is: [Cl:23][C:21]1[C:20]2[NH:19][N:18]=[CH:17][C:16]=2[C:15]2[CH2:24][N:25]([CH2:28][C:29]([F:31])([F:30])[F:32])[C:26](=[O:27])[C@H:12]([NH:11][C:34]([N:57]3[CH2:58][CH2:59][CH:60]([N:63]4[C:71]5[C:66](=[N:67][CH:68]=[CH:69][CH:70]=5)[NH:65][C:64]4=[O:72])[CH2:61][CH2:62]3)=[O:35])[CH2:13][C:14]=2[CH:22]=1. (3) Given the reactants [C:1]1([C:7](=O)[CH2:8][C:9]2[N:10]=[N:11][NH:12][N:13]=2)[CH:6]=[CH:5][CH:4]=[CH:3][CH:2]=1.[CH2:15](I)[CH3:16].C(=O)([O-])[O-].[K+].[K+].Cl.BrBr.[NH2:27][C:28]([NH2:30])=[S:29].[OH-].[Na+], predict the reaction product. The product is: [CH2:15]([N:12]1[N:11]=[N:10][C:9]([C:8]2[S:29][C:28]([NH2:30])=[N:27][C:7]=2[C:1]2[CH:6]=[CH:5][CH:4]=[CH:3][CH:2]=2)=[N:13]1)[CH3:16].